Dataset: Peptide-MHC class II binding affinity with 134,281 pairs from IEDB. Task: Regression. Given a peptide amino acid sequence and an MHC pseudo amino acid sequence, predict their binding affinity value. This is MHC class II binding data. (1) The peptide sequence is NLALSIKYNKEGDSM. The MHC is HLA-DQA10102-DQB10602 with pseudo-sequence HLA-DQA10102-DQB10602. The binding affinity (normalized) is 0.487. (2) The peptide sequence is FAEYKSDYVYQPFPK. The MHC is DRB5_0101 with pseudo-sequence DRB5_0101. The binding affinity (normalized) is 0.596. (3) The peptide sequence is SQDLELSWNLLGLQAY. The MHC is DRB1_0401 with pseudo-sequence DRB1_0401. The binding affinity (normalized) is 0.733. (4) The peptide sequence is LDGVNLVASQPIFTG. The MHC is DRB1_0401 with pseudo-sequence DRB1_0401. The binding affinity (normalized) is 0.395.